Regression. Given two drug SMILES strings and cell line genomic features, predict the synergy score measuring deviation from expected non-interaction effect. From a dataset of NCI-60 drug combinations with 297,098 pairs across 59 cell lines. (1) Drug 1: C1=NNC2=C1C(=O)NC=N2. Drug 2: C1CC(=O)NC(=O)C1N2C(=O)C3=CC=CC=C3C2=O. Cell line: HL-60(TB). Synergy scores: CSS=-1.60, Synergy_ZIP=0.0857, Synergy_Bliss=-3.79, Synergy_Loewe=-2.68, Synergy_HSA=-6.43. (2) Drug 1: C1C(C(OC1N2C=NC3=C(N=C(N=C32)Cl)N)CO)O. Drug 2: COC1=NC(=NC2=C1N=CN2C3C(C(C(O3)CO)O)O)N. Cell line: RXF 393. Synergy scores: CSS=-3.13, Synergy_ZIP=0.0428, Synergy_Bliss=-1.64, Synergy_Loewe=-5.24, Synergy_HSA=-5.13. (3) Drug 1: C1CCC(C1)C(CC#N)N2C=C(C=N2)C3=C4C=CNC4=NC=N3. Drug 2: C1CN1P(=S)(N2CC2)N3CC3. Cell line: EKVX. Synergy scores: CSS=6.92, Synergy_ZIP=-2.21, Synergy_Bliss=-2.17, Synergy_Loewe=-3.94, Synergy_HSA=-0.941. (4) Drug 1: CC12CCC(CC1=CCC3C2CCC4(C3CC=C4C5=CN=CC=C5)C)O. Cell line: MDA-MB-435. Synergy scores: CSS=-7.58, Synergy_ZIP=-1.70, Synergy_Bliss=-11.1, Synergy_Loewe=-12.5, Synergy_HSA=-12.5. Drug 2: C1CN1P(=S)(N2CC2)N3CC3. (5) Synergy scores: CSS=12.5, Synergy_ZIP=-0.631, Synergy_Bliss=2.59, Synergy_Loewe=3.67, Synergy_HSA=3.89. Cell line: NCI-H226. Drug 1: CC(C1=C(C=CC(=C1Cl)F)Cl)OC2=C(N=CC(=C2)C3=CN(N=C3)C4CCNCC4)N. Drug 2: C1=CC(=CC=C1CCC2=CNC3=C2C(=O)NC(=N3)N)C(=O)NC(CCC(=O)O)C(=O)O. (6) Drug 1: CC1C(C(CC(O1)OC2CC(CC3=C2C(=C4C(=C3O)C(=O)C5=C(C4=O)C(=CC=C5)OC)O)(C(=O)C)O)N)O.Cl. Drug 2: CC(C)NC(=O)C1=CC=C(C=C1)CNNC.Cl. Cell line: MDA-MB-435. Synergy scores: CSS=6.64, Synergy_ZIP=0.546, Synergy_Bliss=4.12, Synergy_Loewe=-8.54, Synergy_HSA=0.239. (7) Drug 1: C1CC(=O)NC(=O)C1N2CC3=C(C2=O)C=CC=C3N. Drug 2: CC1=C(C=C(C=C1)NC(=O)C2=CC=C(C=C2)CN3CCN(CC3)C)NC4=NC=CC(=N4)C5=CN=CC=C5. Cell line: IGROV1. Synergy scores: CSS=0.786, Synergy_ZIP=-2.54, Synergy_Bliss=-4.44, Synergy_Loewe=-5.69, Synergy_HSA=-5.50. (8) Drug 1: CC(CN1CC(=O)NC(=O)C1)N2CC(=O)NC(=O)C2. Drug 2: CC1=C(C(=CC=C1)Cl)NC(=O)C2=CN=C(S2)NC3=CC(=NC(=N3)C)N4CCN(CC4)CCO. Cell line: NCI-H226. Synergy scores: CSS=17.6, Synergy_ZIP=-4.21, Synergy_Bliss=5.29, Synergy_Loewe=-1.20, Synergy_HSA=5.86. (9) Synergy scores: CSS=1.90, Synergy_ZIP=-0.742, Synergy_Bliss=1.09, Synergy_Loewe=-0.450, Synergy_HSA=0.535. Drug 2: COCCOC1=C(C=C2C(=C1)C(=NC=N2)NC3=CC=CC(=C3)C#C)OCCOC.Cl. Drug 1: CCN(CC)CCNC(=O)C1=C(NC(=C1C)C=C2C3=C(C=CC(=C3)F)NC2=O)C. Cell line: SNB-75.